This data is from Full USPTO retrosynthesis dataset with 1.9M reactions from patents (1976-2016). The task is: Predict the reactants needed to synthesize the given product. (1) Given the product [Cl:1][C:2]1[CH:3]=[CH:4][C:5]([O:6][CH2:7][CH:8]2[CH2:13][NH:12][CH2:11][C:10]([F:22])([F:21])[CH2:9]2)=[CH:23][CH:24]=1, predict the reactants needed to synthesize it. The reactants are: [Cl:1][C:2]1[CH:24]=[CH:23][C:5]([O:6][CH2:7][CH:8]2[CH2:13][N:12](C(OC(C)(C)C)=O)[CH2:11][C:10]([F:22])([F:21])[CH2:9]2)=[CH:4][CH:3]=1.FC(F)(F)C(O)=O. (2) Given the product [F:11][C:12]([F:20])([F:21])[C:13]1[CH:14]=[C:15]([CH:16]=[CH:17][CH:18]=1)[O:19][C:2]1[N:10]=[CH:9][CH:8]=[CH:7][C:3]=1[C:4]([OH:6])=[O:5], predict the reactants needed to synthesize it. The reactants are: Cl[C:2]1[N:10]=[CH:9][CH:8]=[CH:7][C:3]=1[C:4]([OH:6])=[O:5].[F:11][C:12]([F:21])([F:20])[C:13]1[CH:14]=[C:15]([OH:19])[CH:16]=[CH:17][CH:18]=1.C(=O)([O-])[O-].[K+].[K+]. (3) The reactants are: [NH2:1][CH2:2][C:3]1[C:4]([C:9]2([OH:32])[CH2:15][CH:14]3[N:16]([CH:17]([C:25]4[CH:30]=[CH:29][CH:28]=[CH:27][C:26]=4[Cl:31])[C:18]4[CH:23]=[CH:22][CH:21]=[CH:20][C:19]=4[Cl:24])[CH:11]([CH2:12][CH2:13]3)[CH2:10]2)=[N:5][CH:6]=[CH:7][CH:8]=1.C1(P([N:47]=[N+:48]=[N-])(C2C=CC=CC=2)=O)C=CC=CC=1.N12CCCN=C1CCCCC2. Given the product [N:1]([CH2:2][C:3]1[C:4]([C:9]2([OH:32])[CH2:10][CH:11]3[N:16]([CH:17]([C:18]4[CH:23]=[CH:22][CH:21]=[CH:20][C:19]=4[Cl:24])[C:25]4[CH:30]=[CH:29][CH:28]=[CH:27][C:26]=4[Cl:31])[CH:14]([CH2:13][CH2:12]3)[CH2:15]2)=[N:5][CH:6]=[CH:7][CH:8]=1)=[N+:47]=[N-:48], predict the reactants needed to synthesize it. (4) Given the product [C:2]([O:5][C:6]([NH:8][C@H:9]([CH:10]([CH:17]1[CH2:18][CH2:19][CH2:20][CH2:21][CH2:22]1)[CH:11]1[CH2:12][CH2:13][CH2:14][CH2:15][CH2:16]1)[C:23]([OH:25])=[O:24])=[O:7])([CH3:4])([CH3:1])[CH3:3], predict the reactants needed to synthesize it. The reactants are: [CH3:1][C:2]([O:5][C:6]([NH:8][C@@H:9]([C:23]([OH:25])=[O:24])[CH:10]([C:17]1[CH:22]=[CH:21][CH:20]=[CH:19][CH:18]=1)[C:11]1[CH:16]=[CH:15][CH:14]=[CH:13][CH:12]=1)=[O:7])([CH3:4])[CH3:3]. (5) Given the product [Cl:17][C:12]1[C:13]2[C:8](=[CH:7][C:6]([F:5])=[CH:15][CH:14]=2)[CH:9]=[CH:10][CH:11]=1, predict the reactants needed to synthesize it. The reactants are: N([O-])=O.[Na+].[F:5][C:6]1[CH:7]=[C:8]2[C:13](=[CH:14][CH:15]=1)[C:12](N)=[CH:11][CH:10]=[CH:9]2.[ClH:17].